From a dataset of Full USPTO retrosynthesis dataset with 1.9M reactions from patents (1976-2016). Predict the reactants needed to synthesize the given product. (1) Given the product [F:27][C:28]1[CH:29]=[C:30]([N:3]2[C:4](=[O:26])[C:5]([CH2:11][C:12]3[CH:17]=[CH:16][C:15]([C:18]4[C:19]([C:24]#[N:25])=[CH:20][CH:21]=[CH:22][CH:23]=4)=[CH:14][CH:13]=3)=[C:6]([CH2:8][CH2:9][CH3:10])[N:7]=[C:2]2[CH3:1])[CH:31]=[CH:32][C:33]=1[O:34][CH3:35], predict the reactants needed to synthesize it. The reactants are: [CH3:1][C:2]1[NH:3][C:4](=[O:26])[C:5]([CH2:11][C:12]2[CH:17]=[CH:16][C:15]([C:18]3[C:19]([C:24]#[N:25])=[CH:20][CH:21]=[CH:22][CH:23]=3)=[CH:14][CH:13]=2)=[C:6]([CH2:8][CH2:9][CH3:10])[N:7]=1.[F:27][C:28]1[CH:29]=[C:30](B(O)O)[CH:31]=[CH:32][C:33]=1[O:34][CH3:35].C(N(CC)CC)C.N1C=CC=CC=1. (2) Given the product [N+:2]([C:5]1[CH:6]=[CH:7][C:8]([CH2:11][CH2:12][N:13]=[CH:21][C:20]2[CH:23]=[CH:24][C:17]([N+:14]([O-:16])=[O:15])=[CH:18][CH:19]=2)=[CH:9][CH:10]=1)([O-:4])=[O:3], predict the reactants needed to synthesize it. The reactants are: Cl.[N+:2]([C:5]1[CH:10]=[CH:9][C:8]([CH2:11][CH2:12][NH2:13])=[CH:7][CH:6]=1)([O-:4])=[O:3].[N+:14]([C:17]1[CH:24]=[CH:23][C:20]([CH:21]=O)=[CH:19][CH:18]=1)([O-:16])=[O:15].C(N(CC)CC)C. (3) The reactants are: C([O:4][C:5](=[O:64])[C@@H:6]([NH:56][C:57]([O:59][C:60]([CH3:63])([CH3:62])[CH3:61])=[O:58])[CH2:7][C:8]1[CH:55]=[CH:54][C:11]([O:12][C:13]([NH:15][C@H:16]([C:26]([NH:28][C@H:29]([C:51]([NH2:53])=[O:52])[CH2:30][S:31][C:32]([C:45]2[CH:50]=[CH:49][CH:48]=[CH:47][CH:46]=2)([C:39]2[CH:44]=[CH:43][CH:42]=[CH:41][CH:40]=2)[C:33]2[CH:38]=[CH:37][CH:36]=[CH:35][CH:34]=2)=[O:27])[CH2:17][NH:18][C:19]([O:21][C:22]([CH3:25])([CH3:24])[CH3:23])=[O:20])=[O:14])=[CH:10][CH:9]=1)C=C.C(N(CC)CC)C.C(O)=O. Given the product [C:22]([O:21][C:19]([NH:18][CH2:17][C@@H:16]([C:26]([NH:28][C@H:29]([C:51]([NH2:53])=[O:52])[CH2:30][S:31][C:32]([C:33]1[CH:34]=[CH:35][CH:36]=[CH:37][CH:38]=1)([C:45]1[CH:50]=[CH:49][CH:48]=[CH:47][CH:46]=1)[C:39]1[CH:40]=[CH:41][CH:42]=[CH:43][CH:44]=1)=[O:27])[NH:15][C:13]([O:12][C:11]1[CH:54]=[CH:55][C:8]([CH2:7][C@H:6]([NH:56][C:57]([O:59][C:60]([CH3:61])([CH3:63])[CH3:62])=[O:58])[C:5]([OH:64])=[O:4])=[CH:9][CH:10]=1)=[O:14])=[O:20])([CH3:23])([CH3:24])[CH3:25], predict the reactants needed to synthesize it. (4) Given the product [Cl:1][C:2]1[CH:7]=[CH:6][C:5]([CH:8]2[CH2:13][C:12]([CH2:27][CH3:28])([S:14]([C:17]3[CH:22]=[CH:21][CH:20]=[C:19]([C:23]([F:24])([F:26])[F:25])[CH:18]=3)(=[O:15])=[O:16])[CH2:11][CH2:10][O:9]2)=[CH:4][CH:3]=1, predict the reactants needed to synthesize it. The reactants are: [Cl:1][C:2]1[CH:7]=[CH:6][C:5]([C@H:8]2[CH2:13][C@@H:12]([S:14]([C:17]3[CH:22]=[CH:21][CH:20]=[C:19]([C:23]([F:26])([F:25])[F:24])[CH:18]=3)(=[O:16])=[O:15])[CH2:11][CH2:10][O:9]2)=[CH:4][CH:3]=1.[CH3:27][C:28]([O-])(C)C.[K+].C(I)C. (5) Given the product [Cl:1][C:2]1[CH:7]=[CH:6][CH:5]=[C:4]([F:8])[C:3]=1[C:9]1[NH:13][C:12](=[O:14])[N:11]([C:15]2[CH:24]=[CH:23][C:18]([C:19]([NH:35][C:33]3[S:34][C:30]4[CH:29]=[C:28]([F:27])[CH:37]=[CH:36][C:31]=4[N:32]=3)=[O:20])=[C:17]([O:25][CH3:26])[CH:16]=2)[N:10]=1, predict the reactants needed to synthesize it. The reactants are: [Cl:1][C:2]1[CH:7]=[CH:6][CH:5]=[C:4]([F:8])[C:3]=1[C:9]1[NH:13][C:12](=[O:14])[N:11]([C:15]2[CH:24]=[CH:23][C:18]([C:19](OC)=[O:20])=[C:17]([O:25][CH3:26])[CH:16]=2)[N:10]=1.[F:27][C:28]1[CH:37]=[CH:36][C:31]2[N:32]=[C:33]([NH2:35])[S:34][C:30]=2[CH:29]=1.C[Al](C)C. (6) Given the product [C:12]1([N:8]2[C:9]([NH:11][C:19]3[CH:24]=[CH:23][CH:22]=[CH:21][N:20]=3)=[CH:10][C:6]([C:4]([OH:3])=[O:5])=[N:7]2)[CH:13]=[CH:14][CH:15]=[CH:16][CH:17]=1, predict the reactants needed to synthesize it. The reactants are: C([O:3][C:4]([C:6]1[CH:10]=[C:9]([NH2:11])[N:8]([C:12]2[CH:17]=[CH:16][CH:15]=[CH:14][CH:13]=2)[N:7]=1)=[O:5])C.Cl[C:19]1[CH:24]=[CH:23][CH:22]=[CH:21][N:20]=1.C([O-])([O-])=O.[Cs+].[Cs+].CC1(C)C2C(=C(P(C3C=CC=CC=3)C3C=CC=CC=3)C=CC=2)OC2C(P(C3C=CC=CC=3)C3C=CC=CC=3)=CC=CC1=2.[OH-].[Na+]. (7) Given the product [N:1]1[C:10]2[CH:9]([N:11]([CH2:17][C:18]3[N:22]([CH2:23][O:24][CH2:25][CH2:26][Si:27]([CH3:29])([CH3:28])[CH3:30])[C:21]4[CH:31]=[CH:32][CH:33]=[CH:34][C:20]=4[N:19]=3)[CH2:12][CH2:13][CH2:14][CH2:15][NH2:16])[CH2:8][CH2:7][CH2:6][C:5]=2[CH:4]=[CH:3][CH:2]=1, predict the reactants needed to synthesize it. The reactants are: [N:1]1[C:10]2[CH:9]([N:11]([CH2:17][C:18]3[N:22]([CH2:23][O:24][CH2:25][CH2:26][Si:27]([CH3:30])([CH3:29])[CH3:28])[C:21]4[CH:31]=[CH:32][CH:33]=[CH:34][C:20]=4[N:19]=3)[CH2:12][CH2:13][CH2:14][C:15]#[N:16])[CH2:8][CH2:7][CH2:6][C:5]=2[CH:4]=[CH:3][CH:2]=1.